Dataset: Forward reaction prediction with 1.9M reactions from USPTO patents (1976-2016). Task: Predict the product of the given reaction. Given the reactants [CH2:1]([C@H:3]([NH:10][C:11]([C@@H:13]1[CH2:18][CH2:17][CH2:16][CH2:15][N:14]1[C:19]([O:21][C:22]([CH3:25])([CH3:24])[CH3:23])=[O:20])=[O:12])/[CH:4]=[CH:5]/[C:6]([O:8]C)=[O:7])[CH3:2].O.[Li+].[OH-], predict the reaction product. The product is: [CH3:25][C:22]([O:21][C:19]([N:14]1[CH2:15][CH2:16][CH2:17][CH2:18][C@H:13]1[C:11]([NH:10][C@@H:3]([CH2:1][CH3:2])/[CH:4]=[CH:5]/[C:6]([OH:8])=[O:7])=[O:12])=[O:20])([CH3:23])[CH3:24].